Predict which catalyst facilitates the given reaction. From a dataset of Catalyst prediction with 721,799 reactions and 888 catalyst types from USPTO. (1) Reactant: [C:1]([O:5][C:6]([NH:8][C@@H:9]([CH2:13][CH:14]=[CH2:15])[C:10]([OH:12])=O)=[O:7])([CH3:4])([CH3:3])[CH3:2].[CH3:16][O:17][C:18](=[O:32])[C@@H:19]([NH2:31])[CH2:20][C:21]1[CH:30]=[CH:29][C:28]2[C:23](=[CH:24][CH:25]=[CH:26][CH:27]=2)[CH:22]=1.ON1C2C=CC=CC=2N=N1.CN1CCOCC1.CN(C)CCCN=C=NCC. Product: [CH3:16][O:17][C:18](=[O:32])[C@@H:19]([NH:31][C:10](=[O:12])[C@@H:9]([NH:8][C:6]([O:5][C:1]([CH3:2])([CH3:3])[CH3:4])=[O:7])[CH2:13][CH:14]=[CH2:15])[CH2:20][C:21]1[CH:30]=[CH:29][C:28]2[C:23](=[CH:24][CH:25]=[CH:26][CH:27]=2)[CH:22]=1. The catalyst class is: 3. (2) Reactant: [NH2:1][C:2]1[S:3][CH:4]=[CH:5][N:6]=1.N1C=CC=CC=1.C1C(=O)N(OC(ON2C(=O)CCC2=O)=O)[C:15](=[O:16])C1.Cl.[F:32][C@@H:33]1[CH2:37][CH2:36][NH:35][CH2:34]1.C(N(C(C)C)CC)(C)C. Product: [F:32][C@@H:33]1[CH2:37][CH2:36][N:35]([C:15]([NH:1][C:2]2[S:3][CH:4]=[CH:5][N:6]=2)=[O:16])[CH2:34]1. The catalyst class is: 10. (3) Reactant: Cl.Cl[C:3]1[C:12]2[C:7](=[CH:8][CH:9]=[CH:10][CH:11]=2)[C:6]([CH2:13][C:14]2[CH:19]=[CH:18][N:17]=[CH:16][N:15]=2)=[N:5][N:4]=1.[Cl:20][C:21]1[CH:27]=[CH:26][C:24]([NH2:25])=[CH:23][CH:22]=1. Product: [Cl:20][C:21]1[CH:27]=[CH:26][C:24]([NH:25][C:3]2[C:12]3[C:7](=[CH:8][CH:9]=[CH:10][CH:11]=3)[C:6]([CH2:13][C:14]3[CH:19]=[CH:18][N:17]=[CH:16][N:15]=3)=[N:5][N:4]=2)=[CH:23][CH:22]=1. The catalyst class is: 98. (4) Product: [N:21]1([C:2]2[S:3][C:4]3[C:5](=[O:18])[NH:6][CH2:7][CH2:8][C:9]=3[N:10]=2)[CH2:22][CH2:24][CH2:27][CH2:25]1. The catalyst class is: 550. Reactant: Br[C:2]1[S:3][C:4]2[C:5](=[O:18])[N:6](C(OC(C)(C)C)=O)[CH2:7][CH2:8][C:9]=2[N:10]=1.CC[N:21]([CH:25]([CH3:27])C)[CH:22]([CH3:24])C.N1CCCC1. (5) Reactant: [Cl:1][C:2]1[N:7]=[C:6]([C:8]([OH:10])=O)[C:5]([CH3:11])=[CH:4][CH:3]=1.[NH2:12][CH2:13][CH:14]1[CH2:16][CH2:15]1.CCN=C=NCCCN(C)C.Cl. Product: [Cl:1][C:2]1[N:7]=[C:6]([C:8]([NH:12][CH2:13][CH:14]2[CH2:16][CH2:15]2)=[O:10])[C:5]([CH3:11])=[CH:4][CH:3]=1. The catalyst class is: 2.